This data is from TCR-epitope binding with 47,182 pairs between 192 epitopes and 23,139 TCRs. The task is: Binary Classification. Given a T-cell receptor sequence (or CDR3 region) and an epitope sequence, predict whether binding occurs between them. (1) The epitope is VLWAHGFEL. The TCR CDR3 sequence is CASRHARLAYNEQFF. Result: 0 (the TCR does not bind to the epitope). (2) The TCR CDR3 sequence is CASSQDRQGWNTGELFF. The epitope is ELAGIGILTV. Result: 0 (the TCR does not bind to the epitope). (3) The epitope is NLSALGIFST. The TCR CDR3 sequence is CASSHKRGGEKLFF. Result: 0 (the TCR does not bind to the epitope). (4) The TCR CDR3 sequence is CASSLGAGGPGDTQYF. The epitope is TEILPVSMTK. Result: 0 (the TCR does not bind to the epitope). (5) The epitope is GTSGSPIIDK. The TCR CDR3 sequence is CASSSENTGYEQYF. Result: 0 (the TCR does not bind to the epitope). (6) The epitope is EIYKRWII. The TCR CDR3 sequence is CASSLVRDDRIEQYF. Result: 1 (the TCR binds to the epitope). (7) The epitope is GLNKIVRMY. The TCR CDR3 sequence is CASSTLTGEDSGPQHF. Result: 1 (the TCR binds to the epitope).